Dataset: Full USPTO retrosynthesis dataset with 1.9M reactions from patents (1976-2016). Task: Predict the reactants needed to synthesize the given product. Given the product [F:45][C:44]1[CH:43]=[CH:42][C:28]([C:29](=[O:30])[NH:31][C@@H:32]2[C:40]3[C:35](=[CH:36][CH:37]=[CH:38][CH:39]=3)[CH2:34][C@@H:33]2[OH:41])=[CH:27][C:26]=1[NH:25][C:11]([C:8]1[N:6]2[CH:7]=[C:2]([CH3:1])[CH:3]=[CH:4][C:5]2=[N:10][CH:9]=1)=[O:13], predict the reactants needed to synthesize it. The reactants are: [CH3:1][C:2]1[CH:3]=[CH:4][C:5]2[N:6]([C:8]([C:11]([OH:13])=O)=[CH:9][N:10]=2)[CH:7]=1.C(Cl)(=O)C(Cl)=O.CN(C=O)C.[NH2:25][C:26]1[CH:27]=[C:28]([CH:42]=[CH:43][C:44]=1[F:45])[C:29]([NH:31][C@@H:32]1[C:40]2[C:35](=[CH:36][CH:37]=[CH:38][CH:39]=2)[CH2:34][C@@H:33]1[OH:41])=[O:30].